This data is from Forward reaction prediction with 1.9M reactions from USPTO patents (1976-2016). The task is: Predict the product of the given reaction. (1) Given the reactants [OH:1][C:2]1[C:10]([OH:11])=[CH:9][CH:8]=[CH:7][C:3]=1[C:4]([OH:6])=[O:5].S(=O)(=O)(O)O.[CH2:17](O)[CH3:18], predict the reaction product. The product is: [OH:1][C:2]1[C:10]([OH:11])=[CH:9][CH:8]=[CH:7][C:3]=1[C:4]([O:6][CH2:17][CH3:18])=[O:5]. (2) The product is: [NH2:1][C:2]1[C:3]2[N:4]([C:8]([C@@H:12]3[CH2:16][CH2:15][CH2:14][NH:13]3)=[N:9][C:10]=2[C:37]2[CH:38]=[CH:39][C:34]([C:33]([NH:32][C:28]3[S:27][CH:31]=[CH:30][N:29]=3)=[O:43])=[CH:35][CH:36]=2)[CH:5]=[CH:6][N:7]=1. Given the reactants [NH2:1][C:2]1[C:3]2[N:4]([C:8]([C@@H:12]3[CH2:16][CH2:15][CH2:14][N:13]3C(OCC3C=CC=CC=3)=O)=[N:9][C:10]=2Br)[CH:5]=[CH:6][N:7]=1.[S:27]1[CH:31]=[CH:30][N:29]=[C:28]1[NH:32][C:33](=[O:43])[C:34]1[CH:39]=[CH:38][C:37](B(O)O)=[CH:36][CH:35]=1, predict the reaction product. (3) The product is: [CH2:21]([O:20][C:18](=[O:19])[C:17](=[O:23])[CH2:12][C:11](=[O:13])/[CH:10]=[CH:9]/[C:6]1[CH:7]=[CH:8][C:3]([Cl:2])=[C:4]([O:15][CH3:16])[C:5]=1[F:14])[CH3:22]. Given the reactants [Na].[Cl:2][C:3]1[CH:8]=[CH:7][C:6](/[CH:9]=[CH:10]/[C:11](=[O:13])[CH3:12])=[C:5]([F:14])[C:4]=1[O:15][CH3:16].[C:17](OCC)(=[O:23])[C:18]([O:20][CH2:21][CH3:22])=[O:19], predict the reaction product. (4) Given the reactants F[C:2]1[CH:7]=[CH:6][C:5]([C:8]2[CH:9]=[N:10][C:11]([N:14]3[CH2:19][CH2:18][N:17]([S:20]([CH2:23][C@H:24]([CH:28]([CH3:30])[CH3:29])[C:25]([OH:27])=[O:26])(=[O:22])=[O:21])[CH2:16][CH2:15]3)=[N:12][CH:13]=2)=[CH:4][CH:3]=1.C([C@@H:38]1COC(=O)[N:39]1C([C@@H](C(C)C)CS(N1CCN(C2N=CC(C3C=CC(C#N)=CC=3)=CN=2)CC1)(=O)=O)=O)C1C=CC=CC=1, predict the reaction product. The product is: [C:38]([C:2]1[CH:7]=[CH:6][C:5]([C:8]2[CH:13]=[N:12][C:11]([N:14]3[CH2:19][CH2:18][N:17]([S:20]([CH2:23][C@H:24]([CH:28]([CH3:29])[CH3:30])[C:25]([OH:27])=[O:26])(=[O:21])=[O:22])[CH2:16][CH2:15]3)=[N:10][CH:9]=2)=[CH:4][CH:3]=1)#[N:39]. (5) The product is: [CH:18]1([N:9]([CH2:10][C:11]2[CH:16]=[CH:15][CH:14]=[C:13]([OH:17])[CH:12]=2)[C:7]([C:5]2[S:6][C:2]([C:23]3[CH:24]=[CH:25][CH:26]=[C:27]([O:28][CH3:29])[C:22]=3[F:21])=[CH:3][CH:4]=2)=[O:8])[CH2:20][CH2:19]1. Given the reactants Br[C:2]1[S:6][C:5]([C:7]([N:9]([CH:18]2[CH2:20][CH2:19]2)[CH2:10][C:11]2[CH:16]=[CH:15][CH:14]=[C:13]([OH:17])[CH:12]=2)=[O:8])=[CH:4][CH:3]=1.[F:21][C:22]1[C:27]([O:28][CH3:29])=[CH:26][CH:25]=[CH:24][C:23]=1B(O)O.C(=O)([O-])[O-].[Cs+].[Cs+], predict the reaction product. (6) Given the reactants [CH2:1]([CH:7]1[CH2:16][CH2:15][C:14]2[N:13]=[C:12](O)[CH:11]=[CH:10][C:9]=2[CH2:8]1)[CH2:2][CH2:3][CH2:4][CH2:5][CH3:6].P(Br)(Br)[Br:19].P(Br)(Br)(Br)=O, predict the reaction product. The product is: [Br:19][C:12]1[CH:11]=[CH:10][C:9]2[CH2:8][CH:7]([CH2:1][CH2:2][CH2:3][CH2:4][CH2:5][CH3:6])[CH2:16][CH2:15][C:14]=2[N:13]=1. (7) The product is: [Cl:1][C:2]1[C:6]([Cl:7])=[C:5]([CH3:8])[NH:4][C:3]=1[C:9]([NH:11][CH:12]1[CH2:13][CH2:14][N:15]([C:18]2[N:23]=[C:22]([N:24]3[CH2:25][CH2:26][O:27][CH2:28][CH2:29]3)[N:21]=[C:20]([C:30]([OH:32])=[O:31])[CH:19]=2)[CH2:16][CH2:17]1)=[O:10]. Given the reactants [Cl:1][C:2]1[C:6]([Cl:7])=[C:5]([CH3:8])[NH:4][C:3]=1[C:9]([NH:11][CH:12]1[CH2:17][CH2:16][N:15]([C:18]2[N:23]=[C:22]([N:24]3[CH2:29][CH2:28][O:27][CH2:26][CH2:25]3)[N:21]=[C:20]([C:30]([O:32]C)=[O:31])[CH:19]=2)[CH2:14][CH2:13]1)=[O:10].[OH-].[Li+].Cl, predict the reaction product. (8) Given the reactants [CH2:1]([Li])[CH2:2][CH2:3][CH3:4].[CH3:6][CH2:7][CH2:8][CH2:9]CC.O1CCC[CH2:13]1.C([O:20][B:21](OC(C)C)[O:22]C(C)C)(C)C.[OH2:30], predict the reaction product. The product is: [OH:30][C:3]([C:2]1[CH:1]=[C:9]([B:21]([OH:22])[OH:20])[CH:8]=[CH:7][CH:6]=1)([CH3:13])[CH3:4].